Dataset: Forward reaction prediction with 1.9M reactions from USPTO patents (1976-2016). Task: Predict the product of the given reaction. Given the reactants [CH2:1]([N:8]1[C:12](/[CH:13]=[C:14](/[C:19]([O:21][CH2:22][CH3:23])=[O:20])\[CH2:15][C:16]([OH:18])=O)=[CH:11][N:10]=[C:9]1[CH3:24])[C:2]1[CH:7]=[CH:6][CH:5]=[CH:4][CH:3]=1.[C:25](OC(=O)C)(=[O:27])[CH3:26], predict the reaction product. The product is: [C:25]([O:18][C:16]1[C:11]2[N:10]=[C:9]([CH3:24])[N:8]([CH2:1][C:2]3[CH:3]=[CH:4][CH:5]=[CH:6][CH:7]=3)[C:12]=2[CH:13]=[C:14]([C:19]([O:21][CH2:22][CH3:23])=[O:20])[CH:15]=1)(=[O:27])[CH3:26].